Dataset: Reaction yield outcomes from USPTO patents with 853,638 reactions. Task: Predict the reaction yield, written as a fraction of the theoretical maximum amount of product (1.0 means a 100% yield; for example, 0.34 means a 34% yield). (1) The reactants are [CH3:1][Si:2]([CH3:44])([CH3:43])[CH2:3][CH2:4][O:5][C:6](=[O:42])[CH:7]([CH2:33][CH:34]=[CH:35][CH2:36][P:37]([OH:41])([O:39][CH3:40])=[O:38])[CH2:8][C:9]([CH3:32])=[CH:10][CH2:11][C:12]1[C:13]([O:25][CH2:26][CH2:27][Si:28]([CH3:31])([CH3:30])[CH3:29])=[C:14]2[C:18](=[C:19]([CH3:23])[C:20]=1[O:21][CH3:22])[CH2:17][O:16][C:15]2=[O:24].C1CN([P+](ON2N=NC3C=CC=CC2=3)(N2CCCC2)N2CCCC2)CC1.F[P-](F)(F)(F)(F)F.[C:78]([O:83][CH2:84][CH3:85])(=[O:82])[C@H:79]([CH3:81])O.CCN(C(C)C)C(C)C. The catalyst is CN(C=O)C. The product is [CH3:44][Si:2]([CH3:43])([CH3:1])[CH2:3][CH2:4][O:5][C:6](=[O:42])[CH:7]([CH2:33][CH:34]=[CH:35][CH2:36][P:37]([O:41][CH:79]([C:78]([O:83][CH2:84][CH3:85])=[O:82])[CH3:81])([O:39][CH3:40])=[O:38])[CH2:8][C:9]([CH3:32])=[CH:10][CH2:11][C:12]1[C:13]([O:25][CH2:26][CH2:27][Si:28]([CH3:31])([CH3:30])[CH3:29])=[C:14]2[C:18](=[C:19]([CH3:23])[C:20]=1[O:21][CH3:22])[CH2:17][O:16][C:15]2=[O:24]. The yield is 0.740. (2) The product is [NH2:4][C:5]1[CH:6]=[C:7]2[C:12](=[CH:13][C:14]=1[O:15][CH3:16])[CH:11]([C:17]1[CH:18]=[CH:19][C:20]([N+:23]([O-:25])=[O:24])=[CH:21][CH:22]=1)[O:10][CH:9]([CH3:26])[CH2:8]2. The reactants are C([NH:4][C:5]1[CH:6]=[C:7]2[C:12](=[CH:13][C:14]=1[O:15][CH3:16])[CH:11]([C:17]1[CH:22]=[CH:21][C:20]([N+:23]([O-:25])=[O:24])=[CH:19][CH:18]=1)[O:10][CH:9]([CH3:26])[CH2:8]2)(=O)C. The catalyst is OS(O)(=O)=O.CO. The yield is 1.00. (3) The reactants are [CH3:1][O:2][C:3]1[N:8]=[CH:7][C:6]([CH2:9][C:10]2[C:11](=[O:17])[NH:12][C:13](=[S:16])[NH:14][CH:15]=2)=[CH:5][N:4]=1.Cl[CH2:19][C:20]1[CH:25]=[CH:24][C:23]([O:26][C:27]2[CH:32]=[CH:31][C:30]([F:33])=[CH:29][CH:28]=2)=[CH:22][CH:21]=1.C(NC(C)C)(C)C. The catalyst is C(Cl)Cl.CC(=O)OCC. The product is [F:33][C:30]1[CH:31]=[CH:32][C:27]([O:26][C:23]2[CH:24]=[CH:25][C:20]([CH2:19][S:16][C:13]3[NH:14][CH:15]=[C:10]([CH2:9][C:6]4[CH:7]=[N:8][C:3]([O:2][CH3:1])=[N:4][CH:5]=4)[C:11](=[O:17])[N:12]=3)=[CH:21][CH:22]=2)=[CH:28][CH:29]=1. The yield is 0.514. (4) The reactants are Br[CH:2]([C:4]1[CH:9]=[CH:8][CH:7]=[CH:6][CH:5]=1)[CH3:3].[OH:10][C:11]1[CH:12]=[C:13]([CH:16]=[CH:17][C:18]=1[O:19][CH2:20][CH2:21][C:22]1[CH:27]=[CH:26][CH:25]=[CH:24][CH:23]=1)[CH:14]=[O:15].C(=O)([O-])[O-].[Cs+].[Cs+]. The catalyst is CN(C)C=O.C(OCC)(=O)C. The product is [C:4]1([CH:2]([O:10][C:11]2[CH:12]=[C:13]([CH:16]=[CH:17][C:18]=2[O:19][CH2:20][CH2:21][C:22]2[CH:27]=[CH:26][CH:25]=[CH:24][CH:23]=2)[CH:14]=[O:15])[CH3:3])[CH:9]=[CH:8][CH:7]=[CH:6][CH:5]=1. The yield is 0.950. (5) The reactants are [C:1]([O:5][C:6]([NH:8][C:9]1([C:13]([OH:15])=O)[CH2:12][CH2:11][CH2:10]1)=[O:7])([CH3:4])([CH3:3])[CH3:2].CN[O:18][CH3:19].Cl.CCN(C(C)C)C(C)C.CN(C([O:37]N1N=NC2C=CC=NC1=2)=[N+](C)C)C.F[P-](F)(F)(F)(F)F. The catalyst is CN(C=O)C. The product is [C:1]([O:5][C:6]([NH:8][C:9]1([CH:13]([OH:15])[C:19]([OH:18])=[O:37])[CH2:10][CH2:11][CH2:12]1)=[O:7])([CH3:2])([CH3:3])[CH3:4]. The yield is 0.870.